Dataset: Full USPTO retrosynthesis dataset with 1.9M reactions from patents (1976-2016). Task: Predict the reactants needed to synthesize the given product. (1) Given the product [C:1]([O:5][C:6]([N:8]1[CH:12]=[CH:11][C:10]([C:13]2[CH:14]=[CH:15][C:16]([I:19])=[CH:17][CH:18]=2)=[C:9]1[CH2:20][OH:21])=[O:7])([CH3:4])([CH3:2])[CH3:3], predict the reactants needed to synthesize it. The reactants are: [C:1]([O:5][C:6]([N:8]1[CH:12]=[CH:11][C:10]([C:13]2[CH:18]=[CH:17][C:16]([I:19])=[CH:15][CH:14]=2)=[C:9]1[CH:20]=[O:21])=[O:7])([CH3:4])([CH3:3])[CH3:2].[Li+].[BH4-]. (2) Given the product [CH3:24][O:25][C:26]1[CH:31]=[CH:30][C:29]([C:2]2[CH:7]=[C:6]([C:8]3[N:12]4[CH:13]=[CH:14][CH:15]=[CH:16][C:11]4=[N:10][C:9]=3[C:17]3[CH:22]=[CH:21][CH:20]=[C:19]([CH3:23])[N:18]=3)[CH:5]=[CH:4][N:3]=2)=[CH:28][CH:27]=1, predict the reactants needed to synthesize it. The reactants are: Br[C:2]1[CH:7]=[C:6]([C:8]2[N:12]3[CH:13]=[CH:14][CH:15]=[CH:16][C:11]3=[N:10][C:9]=2[C:17]2[CH:22]=[CH:21][CH:20]=[C:19]([CH3:23])[N:18]=2)[CH:5]=[CH:4][N:3]=1.[CH3:24][O:25][C:26]1[CH:31]=[CH:30][C:29](B(O)O)=[CH:28][CH:27]=1. (3) Given the product [CH3:1][O:2][NH:3][C:4]([C:6]1[C:7](=[O:29])[C:8]2[CH:13]=[N:12][C:11]([NH:30][C:31]3[CH:36]=[CH:35][CH:34]=[C:33]([CH:37]4[CH2:38][CH2:39][N:40]([C:43](=[O:45])[CH3:44])[CH2:41][CH2:42]4)[CH:32]=3)=[N:10][C:9]=2[N:18]([C:20]2[CH:21]=[C:22]3[C:26](=[CH:27][CH:28]=2)[CH2:25][CH2:24][CH2:23]3)[CH:19]=1)=[O:5], predict the reactants needed to synthesize it. The reactants are: [CH3:1][O:2][NH:3][C:4]([C:6]1[C:7](=[O:29])[C:8]2[CH:13]=[N:12][C:11](S(C)(=O)=O)=[N:10][C:9]=2[N:18]([C:20]2[CH:21]=[C:22]3[C:26](=[CH:27][CH:28]=2)[CH2:25][CH2:24][CH2:23]3)[CH:19]=1)=[O:5].[NH2:30][C:31]1[CH:32]=[C:33]([CH:37]2[CH2:42][CH2:41][N:40]([C:43](=[O:45])[CH3:44])[CH2:39][CH2:38]2)[CH:34]=[CH:35][CH:36]=1. (4) Given the product [CH2:1]([C:3]1[C:8]([C:9]2[CH:14]=[CH:13][N:12]=[C:11]([NH:15][C:16]3[CH:23]=[CH:22][C:19]([C:20]#[N:21])=[CH:18][CH:17]=3)[N:10]=2)=[CH:7][N:6]=[C:5]([NH:26][CH2:27][C:28]([OH:30])([CH3:32])[CH3:29])[N:4]=1)[CH3:2], predict the reactants needed to synthesize it. The reactants are: [CH2:1]([C:3]1[C:8]([C:9]2[CH:14]=[CH:13][N:12]=[C:11]([NH:15][C:16]3[CH:23]=[CH:22][C:19]([C:20]#[N:21])=[CH:18][CH:17]=3)[N:10]=2)=[CH:7][N:6]=[C:5](SC)[N:4]=1)[CH3:2].[NH2:26][CH2:27][CH:28]([OH:30])[CH3:29].N[CH:32](O)C(C)C. (5) Given the product [O:1]1[C:5]2([CH2:10][CH2:9][CH:8]([NH:11][C:13]3[C:18]([N+:19]([O-:21])=[O:20])=[CH:17][N:16]=[C:15]4[CH:22]=[CH:23][S:24][C:14]=34)[CH2:7][CH2:6]2)[O:4][CH2:3][CH2:2]1, predict the reactants needed to synthesize it. The reactants are: [O:1]1[C:5]2([CH2:10][CH2:9][CH:8]([NH2:11])[CH2:7][CH2:6]2)[O:4][CH2:3][CH2:2]1.Cl[C:13]1[C:18]([N+:19]([O-:21])=[O:20])=[CH:17][N:16]=[C:15]2[CH:22]=[CH:23][S:24][C:14]=12.C(N(CC)CC)C. (6) Given the product [NH:22]([C:44]([O:46][CH2:47][CH:48]1[C:60]2[C:55](=[CH:56][CH:57]=[CH:58][CH:59]=2)[C:54]2[C:49]1=[CH:50][CH:51]=[CH:52][CH:53]=2)=[O:45])[C@H:23]([C:41]([OH:43])=[O:42])[CH2:24][CH2:25][NH:26][C:27]([O:29][C:30]([CH3:31])([CH3:33])[CH3:32])=[O:28], predict the reactants needed to synthesize it. The reactants are: C1C=CC(C(Cl)(C2C(Cl)=CC=CC=2)C2C=CC=CC=2)=CC=1.[NH:22]([C:44]([O:46][CH2:47][CH:48]1[C:60]2[C:55](=[CH:56][CH:57]=[CH:58][CH:59]=2)[C:54]2[C:49]1=[CH:50][CH:51]=[CH:52][CH:53]=2)=[O:45])[C@H:23]([C:41]([OH:43])=[O:42])[CH2:24][CH2:25][N:26](C(OC(C)(C)C)=O)[C:27]([O:29][C:30]([CH3:33])([CH3:32])[CH3:31])=[O:28].CCN(C(C)C)C(C)C. (7) Given the product [CH2:1]([C:3]1[O:7][C:6]([NH:8][C:16](=[O:17])[CH:15]([C:9]2[CH:14]=[CH:13][CH:12]=[CH:11][CH:10]=2)[C:19]2[CH:24]=[CH:23][CH:22]=[CH:21][CH:20]=2)=[N:5][CH:4]=1)[CH3:2], predict the reactants needed to synthesize it. The reactants are: [CH2:1]([C:3]1[O:7][C:6]([NH2:8])=[N:5][CH:4]=1)[CH3:2].[C:9]1([CH:15]([C:19]2[CH:24]=[CH:23][CH:22]=[CH:21][CH:20]=2)[C:16](Cl)=[O:17])[CH:14]=[CH:13][CH:12]=[CH:11][CH:10]=1. (8) Given the product [F:1][CH2:2][CH2:3][CH2:4][O:5][C:6]1[CH:14]=[C:13]2[C:9]([CH2:10][C:11]3([CH2:16][CH2:17][CH:18]([O:21][CH3:22])[CH2:19][CH2:20]3)[C:12]2=[O:15])=[CH:8][CH:7]=1, predict the reactants needed to synthesize it. The reactants are: [F:1][CH2:2][CH2:3][CH2:4][O:5][C:6]1[CH:14]=[C:13]2[C:9]([CH2:10][C:11]3([CH2:20][CH2:19][CH:18]([OH:21])[CH2:17][CH2:16]3)[C:12]2=[O:15])=[CH:8][CH:7]=1.[CH3:22]C(C)([O-])C.[K+].CI.CCOC(C)=O.